This data is from Forward reaction prediction with 1.9M reactions from USPTO patents (1976-2016). The task is: Predict the product of the given reaction. (1) The product is: [CH:4]1([S:5]([C:8]2[CH:13]=[CH:12][C:11]([F:14])=[C:10]([F:15])[CH:9]=2)(=[O:7])=[O:6])[CH2:2][CH2:3]1. Given the reactants Cl[CH2:2][CH2:3][CH2:4][S:5]([C:8]1[CH:13]=[CH:12][C:11]([F:14])=[C:10]([F:15])[CH:9]=1)(=[O:7])=[O:6].C[Si]([N-][Si](C)(C)C)(C)C.[K+], predict the reaction product. (2) Given the reactants [C:1]([NH:4][C:5]1[CH:13]=[C:12]2[C:8]([CH2:9][C@@H:10]([C:14]([O:16][CH2:17][CH3:18])=[O:15])[NH:11]2)=[CH:7][CH:6]=1)(=[O:3])[CH3:2].[C:19]([NH:26][CH2:27][C:28](O)=[O:29])([O:21][C:22]([CH3:25])([CH3:24])[CH3:23])=[O:20], predict the reaction product. The product is: [C:1]([NH:4][C:5]1[CH:13]=[C:12]2[C:8]([CH2:9][C@@H:10]([C:14]([O:16][CH2:17][CH3:18])=[O:15])[N:11]2[C:28](=[O:29])[CH2:27][NH:26][C:19]([O:21][C:22]([CH3:24])([CH3:23])[CH3:25])=[O:20])=[CH:7][CH:6]=1)(=[O:3])[CH3:2]. (3) Given the reactants Br[C:2]1[CH:7]=[C:6]([O:8][CH3:9])[C:5]([OH:10])=[C:4]([O:11][CH3:12])[CH:3]=1.[O:13]1[CH:17]=[CH:16][CH:15]=[C:14]1B(O)O, predict the reaction product. The product is: [O:13]1[CH:17]=[CH:16][CH:15]=[C:14]1[C:2]1[CH:7]=[C:6]([O:8][CH3:9])[C:5]([OH:10])=[C:4]([O:11][CH3:12])[CH:3]=1. (4) The product is: [CH3:46][O:45][C:4]1[CH:3]=[C:2]([CH:7]=[CH:6][C:5]=1[O:40][CH2:33][CH2:34][NH:35][C:30](=[O:32])[CH2:29][C:14]1[CH:15]=[CH:16][C:17]([NH:18][C:19]([NH:21][C:22]2[CH:27]=[CH:26][CH:25]=[CH:24][C:23]=2[CH3:28])=[O:20])=[C:12]([O:11][CH3:10])[CH:13]=1)[C:1]([OH:9])=[O:8]. Given the reactants [C:1]([O-:9])(=[O:8])[C:2]1[CH:7]=[CH:6][CH:5]=[CH:4][CH:3]=1.[CH3:10][O:11][C:12]1[CH:13]=[C:14]([CH2:29][C:30]([OH:32])=O)[CH:15]=[CH:16][C:17]=1[NH:18][C:19]([NH:21][C:22]1[CH:27]=[CH:26][CH:25]=[CH:24][C:23]=1[CH3:28])=[O:20].[CH3:33][CH2:34][N:35](CC)CC.[OH-:40].[Na+].C1[CH2:46][O:45]CC1, predict the reaction product. (5) Given the reactants [CH3:1][C:2]([C:8]1[CH:13]=[C:12]([N:14]2[CH2:19][CH2:18][O:17][CH2:16][CH2:15]2)[N:11]=[C:10]([C:20]2[CH:25]=[CH:24][C:23]([NH2:26])=[CH:22][CH:21]=2)[N:9]=1)([S:4]([CH3:7])(=[O:6])=[O:5])[CH3:3].C(=O)(O)[O-].[Na+].Cl[C:33]([O:35][C:36]1[CH:41]=[CH:40][CH:39]=[CH:38][CH:37]=1)=[O:34], predict the reaction product. The product is: [CH3:3][C:2]([C:8]1[CH:13]=[C:12]([N:14]2[CH2:19][CH2:18][O:17][CH2:16][CH2:15]2)[N:11]=[C:10]([C:20]2[CH:21]=[CH:22][C:23]([NH:26][C:33](=[O:34])[O:35][C:36]3[CH:41]=[CH:40][CH:39]=[CH:38][CH:37]=3)=[CH:24][CH:25]=2)[N:9]=1)([S:4]([CH3:7])(=[O:5])=[O:6])[CH3:1]. (6) Given the reactants [CH2:1]([C:3]1[CH:4]=[C:5](O)[CH:6]=[C:7](OC)[CH:8]=1)[CH3:2].[OH-:12].[K+].[C:14](=[O:17])([O-])[O-].[K+].[K+].Cl.Cl[CH2:22][CH2:23][N:24]([CH3:26])[CH3:25], predict the reaction product. The product is: [CH2:1]([C:3]1[CH:4]=[CH:5][C:6]([O:17][CH3:14])=[CH:7][C:8]=1[O:12][CH2:22][CH2:23][N:24]([CH3:26])[CH3:25])[CH3:2]. (7) Given the reactants [NH:1]1[CH2:5][CH2:4][CH2:3][CH2:2]1.Cl[C:7]1[N:12]2[N:13]=[C:14]([CH3:16])[CH:15]=[C:11]2[N:10]=[C:9]([NH:17][C:18](=[O:30])[C:19]2[CH:24]=[CH:23][C:22]([C:25]([CH3:29])([CH3:28])[CH2:26][OH:27])=[CH:21][CH:20]=2)[CH:8]=1, predict the reaction product. The product is: [OH:27][CH2:26][C:25]([C:22]1[CH:21]=[CH:20][C:19]([C:18]([NH:17][C:9]2[CH:8]=[C:7]([N:1]3[CH2:5][CH2:4][CH2:3][CH2:2]3)[N:12]3[N:13]=[C:14]([CH3:16])[CH:15]=[C:11]3[N:10]=2)=[O:30])=[CH:24][CH:23]=1)([CH3:29])[CH3:28].